Dataset: Forward reaction prediction with 1.9M reactions from USPTO patents (1976-2016). Task: Predict the product of the given reaction. Given the reactants [Cl:1][C:2]1[CH:7]=[CH:6][CH:5]=[C:4]([F:8])[C:3]=1[C:9]1[NH:10][C:11](=[O:26])[N:12]([C:14]2[CH:19]=[CH:18][C:17]([C:20]#[C:21][Si](C)(C)C)=[CH:16][CH:15]=2)[N:13]=1.CCCC[N+](CCCC)(CCCC)CCCC.[F-], predict the reaction product. The product is: [Cl:1][C:2]1[CH:7]=[CH:6][CH:5]=[C:4]([F:8])[C:3]=1[C:9]1[NH:10][C:11](=[O:26])[N:12]([C:14]2[CH:19]=[CH:18][C:17]([C:20]#[CH:21])=[CH:16][CH:15]=2)[N:13]=1.